From a dataset of Full USPTO retrosynthesis dataset with 1.9M reactions from patents (1976-2016). Predict the reactants needed to synthesize the given product. (1) Given the product [CH:12]1([C:15]([NH:1][C:2]2[S:3][C:4]3[CH:10]=[C:9]([O:11][C:30]([CH:22]4[CH2:24][CH2:23]4)=[O:34])[CH:8]=[CH:7][C:5]=3[N:6]=2)=[O:17])[CH2:14][CH2:13]1, predict the reactants needed to synthesize it. The reactants are: [NH2:1][C:2]1[S:3][C:4]2[CH:10]=[C:9]([OH:11])[CH:8]=[CH:7][C:5]=2[N:6]=1.[CH:12]1([C:15]([OH:17])=O)[CH2:14][CH2:13]1.C(N(CC)[CH:22]([CH3:24])[CH3:23])(C)C.CN([C:30]([O:34]N1N=NC2C=CC=CC1=2)=[N+](C)C)C.F[P-](F)(F)(F)(F)F. (2) The reactants are: [N:1]1(C(OC(C)(C)C)=O)[CH2:6][CH2:5][CH:4]([C:7]([O-:9])=O)[CH2:3][CH2:2]1.[NH2:17][CH:18]([CH3:28])[C:19]([C:21]1[CH:26]=[CH:25][C:24]([Cl:27])=[CH:23][CH:22]=1)=O. Given the product [Cl:27][C:24]1[CH:23]=[CH:22][C:21]([C:19]2[O:9][C:7]([CH:4]3[CH2:3][CH2:2][NH:1][CH2:6][CH2:5]3)=[N:17][C:18]=2[CH3:28])=[CH:26][CH:25]=1, predict the reactants needed to synthesize it. (3) Given the product [CH3:5][S:6]([C:9]1[CH:14]=[CH:13][C:12]([C:15]2[N:16]=[CH:17][C:18]([OH:22])=[N:19][CH:20]=2)=[CH:11][CH:10]=1)(=[O:8])=[O:7], predict the reactants needed to synthesize it. The reactants are: N([O-])=O.[Na+].[CH3:5][S:6]([C:9]1[CH:14]=[CH:13][C:12]([C:15]2[N:16]=[CH:17][C:18](N)=[N:19][CH:20]=2)=[CH:11][CH:10]=1)(=[O:8])=[O:7].[O:22]=[N+]=O.